From a dataset of Full USPTO retrosynthesis dataset with 1.9M reactions from patents (1976-2016). Predict the reactants needed to synthesize the given product. (1) Given the product [CH2:22]([C:16]1[CH:17]=[CH:18][CH:19]=[C:20]([CH3:21])[C:15]=1[CH2:14][NH:13][C:4]1[C:5]2[N:9]=[C:8]([CH3:10])[N:7]([CH3:11])[C:6]=2[CH:12]=[C:2]([C:52]([O:54][CH2:29][CH3:30])=[O:51])[CH:3]=1)[CH3:23], predict the reactants needed to synthesize it. The reactants are: Br[C:2]1[CH:3]=[C:4]([NH:13][CH2:14][C:15]2[C:20]([CH3:21])=[CH:19][CH:18]=[CH:17][C:16]=2[CH2:22][CH3:23])[C:5]2[N:9]=[C:8]([CH3:10])[N:7]([CH3:11])[C:6]=2[CH:12]=1.C(N([CH2:29][CH3:30])CC)C.C1(P(C2C=CC=CC=2)C2C=CC=CC=2)C=CC=CC=1.[C]=[O:51].[CH2:52]([OH:54])C. (2) Given the product [N:39]1[CH:40]=[CH:41][CH:42]=[CH:43][C:38]=1[CH2:37][CH2:36][NH:35][S:29]([NH:32][C:33](=[O:34])[O:27][CH2:26]/[CH:25]=[CH:24]/[C:14]1[CH:15]=[CH:16][C:17]([O:19][CH2:20][CH2:21][O:22][CH3:23])=[CH:18][C:13]=1[O:12][C:3]1[C:2]([Cl:1])=[CH:7][C:6]([C:8]([F:9])([F:11])[F:10])=[CH:5][N:4]=1)(=[O:31])=[O:30], predict the reactants needed to synthesize it. The reactants are: [Cl:1][C:2]1[C:3]([O:12][C:13]2[CH:18]=[C:17]([O:19][CH2:20][CH2:21][O:22][CH3:23])[CH:16]=[CH:15][C:14]=2/[CH:24]=[CH:25]/[CH2:26][OH:27])=[N:4][CH:5]=[C:6]([C:8]([F:11])([F:10])[F:9])[CH:7]=1.Cl[S:29]([N:32]=[C:33]=[O:34])(=[O:31])=[O:30].[NH2:35][CH2:36][CH2:37][C:38]1[CH:43]=[CH:42][CH:41]=[CH:40][N:39]=1.Cl. (3) Given the product [F:18][CH:17]([F:19])[CH2:16][C:13]1[CH:12]=[CH:11][C:10]([CH:8]2[CH2:7][CH:6]([C:20]3[O:21][N:30]=[C:25]([CH2:26][CH2:27][O:28][CH3:29])[N:24]=3)[CH2:5][N:4]([C:1](=[O:3])[CH3:2])[CH2:9]2)=[CH:15][CH:14]=1, predict the reactants needed to synthesize it. The reactants are: [C:1]([N:4]1[CH2:9][CH:8]([C:10]2[CH:15]=[CH:14][C:13]([CH2:16][CH:17]([F:19])[F:18])=[CH:12][CH:11]=2)[CH2:7][CH:6]([C:20](O)=[O:21])[CH2:5]1)(=[O:3])[CH3:2].O[N:24]=[C:25]([NH2:30])[CH2:26][CH2:27][O:28][CH3:29]. (4) Given the product [NH:1]([C:36]([O:38][C:39]([CH3:41])([CH3:40])[CH3:42])=[O:37])[C@@H:2]([C:10]([NH:12][C@H:13]([C:18]([N:20]1[CH2:35][CH2:34][CH2:33][CH2:32][CH:21]1[C:22]([OH:24])=[O:23])=[O:19])[C@H:14]([CH2:16][CH3:17])[CH3:15])=[O:11])[CH2:3][CH:4]1[CH2:9][CH2:8][CH2:7][CH2:6][CH2:5]1, predict the reactants needed to synthesize it. The reactants are: [NH:1]([C:36]([O:38][C:39]([CH3:42])([CH3:41])[CH3:40])=[O:37])[C@@H:2]([C:10]([NH:12][C@H:13]([C:18]([N:20]1[CH2:35][CH2:34][CH2:33][CH2:32][CH:21]1[C:22]([O:24]CC1C=CC=CC=1)=[O:23])=[O:19])[C@H:14]([CH2:16][CH3:17])[CH3:15])=[O:11])[CH2:3][CH:4]1[CH2:9][CH2:8][CH2:7][CH2:6][CH2:5]1.